Predict the product of the given reaction. From a dataset of Forward reaction prediction with 1.9M reactions from USPTO patents (1976-2016). (1) Given the reactants [C:1]([CH:9]=[CH:10][C:11]([O:13]CC)=[O:12])(=O)[C:2]1[CH:7]=[CH:6][CH:5]=[CH:4][CH:3]=1.[NH2:16][C@H:17]1[CH2:23][CH2:22][C:21]2[CH:24]=[CH:25][CH:26]=[CH:27][C:20]=2[N:19]([CH2:28][C:29]([O:31][C:32]([CH3:35])([CH3:34])[CH3:33])=[O:30])[C:18]1=[O:36].C(O)(=O)C, predict the reaction product. The product is: [C:11]([CH:10]([NH:16][CH:17]1[CH2:23][CH2:22][C:21]2[CH:24]=[CH:25][CH:26]=[CH:27][C:20]=2[N:19]([CH2:28][C:29]([O:31][C:32]([CH3:34])([CH3:33])[CH3:35])=[O:30])[C:18]1=[O:36])[CH2:9][CH2:1][C:2]1[CH:3]=[CH:4][CH:5]=[CH:6][CH:7]=1)([OH:13])=[O:12]. (2) Given the reactants Cl.[NH2:2][CH2:3][CH:4]([C:11]1[CH:16]=[CH:15][CH:14]=[CH:13][CH:12]=1)[CH2:5][C:6]([O:8]CC)=O.[C:17]([N:36]1[CH:40]=[C:39]([CH:41]=O)[N:38]=[CH:37]1)([C:30]1[CH:35]=[CH:34][CH:33]=[CH:32][CH:31]=1)([C:24]1[CH:29]=[CH:28][CH:27]=[CH:26][CH:25]=1)[C:18]1[CH:23]=[CH:22][CH:21]=[CH:20][CH:19]=1.C(N(CC)CC)C.[BH4-].[Na+], predict the reaction product. The product is: [C:11]1([CH:4]2[CH2:3][N:2]([CH2:41][C:39]3[N:38]=[CH:37][N:36]([C:17]([C:18]4[CH:23]=[CH:22][CH:21]=[CH:20][CH:19]=4)([C:24]4[CH:25]=[CH:26][CH:27]=[CH:28][CH:29]=4)[C:30]4[CH:35]=[CH:34][CH:33]=[CH:32][CH:31]=4)[CH:40]=3)[C:6](=[O:8])[CH2:5]2)[CH:12]=[CH:13][CH:14]=[CH:15][CH:16]=1. (3) Given the reactants [OH-].[Na+].CN(C)[CH:5]=[CH:6][C:7]([C:9]1[S:13][C:12]([N:14]=CN(C)C)=[N:11][C:10]=1[CH3:19])=O.[CH2:21]([N:23]([CH2:27][CH3:28])[C:24]([NH2:26])=[NH:25])[CH3:22], predict the reaction product. The product is: [NH2:14][C:12]1[S:13][C:9]([C:7]2[CH:6]=[CH:5][N:26]=[C:24]([N:23]([CH2:27][CH3:28])[CH2:21][CH3:22])[N:25]=2)=[C:10]([CH3:19])[N:11]=1. (4) Given the reactants CC1(C)[O:6][C:5](=O)[CH:4]([CH:8]([C:13]([N:15]2[CH2:19][CH2:18][CH2:17][C@H:16]2[C:20]([OH:22])=O)=[O:14])[CH2:9][CH2:10][CH2:11][CH3:12])[O:3]1.CCN(C(C)C)C(C)C.CN(C([O:40][N:41]1N=NC2C=CC=NC1=2)=[N+](C)C)C.F[P-](F)(F)(F)(F)F.C1C[N:60]([P+](ON2N=NC3C=CC=CC2=3)(N2CCCC2)N2CCCC2)CC1.F[P-](F)(F)(F)(F)F.NO, predict the reaction product. The product is: [OH:40][NH:41][C:5](=[O:6])[C@@H:4]([OH:3])[C@@H:8]([CH2:9][CH2:10][CH2:11][CH3:12])[C:13]([N:15]1[CH2:19][CH2:18][CH2:17][C@H:16]1[C:20]([NH2:60])=[O:22])=[O:14].